Dataset: Forward reaction prediction with 1.9M reactions from USPTO patents (1976-2016). Task: Predict the product of the given reaction. (1) Given the reactants C1(P(C2C=CC=CC=2)C2C=CC=CC=2)C=CC=CC=1.[Cl:20][C:21]1[C:30]2[C:25](=[CH:26][CH:27]=[CH:28][CH:29]=2)[C:24]([CH2:31][CH2:32][CH2:33]O)=[C:23]([OH:35])[N:22]=1.N(C([O-])=O)=NC([O-])=O, predict the reaction product. The product is: [Cl:20][C:21]1[C:30]2[CH:29]=[CH:28][CH:27]=[CH:26][C:25]=2[C:24]2[CH2:31][CH2:32][CH2:33][O:35][C:23]=2[N:22]=1. (2) Given the reactants [CH:1]1([N:4]2[C:13]3[C:8](=[CH:9][C:10]([F:17])=[C:11](F)[C:12]=3[O:14][CH3:15])[C:7](=[O:18])[C:6]([C:19]([OH:21])=[O:20])=[CH:5]2)[CH2:3][CH2:2]1.[C:22]([O:26][C:27]([N:29]1[CH2:34][CH2:33][CH:32]([NH:35][CH:36]2[CH2:41][CH2:40][NH:39][CH2:38][CH2:37]2)[CH2:31][CH2:30]1)=[O:28])([CH3:25])([CH3:24])[CH3:23].ClCCl, predict the reaction product. The product is: [C:22]([O:26][C:27]([N:29]1[CH2:30][CH2:31][CH:32]([NH:35][CH:36]2[CH2:41][CH2:40][N:39]([C:11]3[C:12]([O:14][CH3:15])=[C:13]4[C:8]([C:7](=[O:18])[C:6]([C:19]([OH:21])=[O:20])=[CH:5][N:4]4[CH:1]4[CH2:3][CH2:2]4)=[CH:9][C:10]=3[F:17])[CH2:38][CH2:37]2)[CH2:33][CH2:34]1)=[O:28])([CH3:25])([CH3:23])[CH3:24].